Predict the reactants needed to synthesize the given product. From a dataset of Full USPTO retrosynthesis dataset with 1.9M reactions from patents (1976-2016). (1) Given the product [NH2:35][C:11]1[CH:10]=[C:9]([NH:8][C:5]2[N:4]=[C:3]([C:38]3[CH:39]=[N:40][N:41]4[CH:46]=[CH:45][CH:44]=[CH:43][C:42]=34)[C:2]([Cl:1])=[CH:7][N:6]=2)[C:14]([O:15][CH3:16])=[CH:13][C:12]=1[N:17]1[CH2:18][CH2:19][N:20]([C:23](=[O:34])[C@@H:24]([NH:26][C:27](=[O:33])[O:28][C:29]([CH3:31])([CH3:30])[CH3:32])[CH3:25])[CH2:21][CH2:22]1, predict the reactants needed to synthesize it. The reactants are: [Cl:1][C:2]1[C:3]([C:38]2[CH:39]=[N:40][N:41]3[CH:46]=[CH:45][CH:44]=[CH:43][C:42]=23)=[N:4][C:5]([NH:8][C:9]2[C:14]([O:15][CH3:16])=[CH:13][C:12]([N:17]3[CH2:22][CH2:21][N:20]([C:23](=[O:34])[C@@H:24]([NH:26][C:27](=[O:33])[O:28][C:29]([CH3:32])([CH3:31])[CH3:30])[CH3:25])[CH2:19][CH2:18]3)=[C:11]([N+:35]([O-])=O)[CH:10]=2)=[N:6][CH:7]=1.[NH4+].[Cl-].O. (2) Given the product [C:1](=[O:2])([OH:4])[O-:3].[Na+:5].[OH:17][CH2:16][C@@H:14]([C@H:12]([C@@H:10]([C@@H:8]([CH2:7][OH:6])[OH:9])[OH:11])[OH:13])[OH:15], predict the reactants needed to synthesize it. The reactants are: [C:1](=[O:4])([OH:3])[O-:2].[Na+:5].[OH:6][CH2:7][C@@H:8]([C@H:10]([C@@H:12]([C@@H:14]([CH2:16][OH:17])[OH:15])[OH:13])[OH:11])[OH:9].